Dataset: Reaction yield outcomes from USPTO patents with 853,638 reactions. Task: Predict the reaction yield, written as a fraction of the theoretical maximum amount of product (1.0 means a 100% yield; for example, 0.34 means a 34% yield). (1) The reactants are [CH3:1][C:2]1[C:10]([N+:11]([O-:13])=[O:12])=[CH:9][CH:8]=[CH:7][C:3]=1[C:4]([OH:6])=[O:5].[Br:14]N1C(C)(C)C(=O)N(Br)C1=O. The catalyst is OS(O)(=O)=O. The product is [Br:14][C:8]1[CH:9]=[C:10]([N+:11]([O-:13])=[O:12])[C:2]([CH3:1])=[C:3]([CH:7]=1)[C:4]([OH:6])=[O:5]. The yield is 0.980. (2) The reactants are [N+:1]([C:4]1[CH:5]=[C:6]2[C:10](=[CH:11][CH:12]=1)[NH:9][CH:8]=[CH:7]2)([O-:3])=[O:2].[Al+3].[Cl-].[Cl-].[Cl-].Br[C:18]([CH3:21])([CH3:20])[CH3:19]. The catalyst is C(Cl)Cl. The product is [C:18]([C:7]1[C:6]2[C:10](=[CH:11][CH:12]=[C:4]([N+:1]([O-:3])=[O:2])[CH:5]=2)[NH:9][CH:8]=1)([CH3:21])([CH3:20])[CH3:19]. The yield is 0.310. (3) The reactants are [Cl-].O[NH3+:3].[C:4](=[O:7])([O-])[OH:5].[Na+].CS(C)=O.[CH3:13][O:14][C:15]1[CH:20]=[CH:19][C:18]([N:21]2[C:26](=[O:27])[C:25]([CH2:28][C:29]3[CH:34]=[CH:33][C:32]([C:35]4[C:36]([C:41]#[N:42])=[CH:37][CH:38]=[CH:39][CH:40]=4)=[CH:31][CH:30]=3)=[C:24]([CH2:43][CH2:44][CH3:45])[N:23]=[C:22]2[CH3:46])=[CH:17][CH:16]=1. The catalyst is O.C(OCC)(=O)C. The product is [CH3:13][O:14][C:15]1[CH:16]=[CH:17][C:18]([N:21]2[C:26](=[O:27])[C:25]([CH2:28][C:29]3[CH:34]=[CH:33][C:32]([C:35]4[CH:40]=[CH:39][CH:38]=[CH:37][C:36]=4[C:41]4[NH:3][C:4](=[O:7])[O:5][N:42]=4)=[CH:31][CH:30]=3)=[C:24]([CH2:43][CH2:44][CH3:45])[N:23]=[C:22]2[CH3:46])=[CH:19][CH:20]=1. The yield is 0.600.